Predict the reaction yield, written as a fraction of the theoretical maximum amount of product (1.0 means a 100% yield; for example, 0.34 means a 34% yield). From a dataset of Reaction yield outcomes from USPTO patents with 853,638 reactions. (1) The catalyst is ClCCl.N1C=CC=CC=1. The reactants are Cl[C:2]([C:4]1[CH:19]=[CH:18][C:7]([CH2:8][C:9]2[CH:14]=[CH:13][C:12]([N+:15]([O-:17])=[O:16])=[CH:11][CH:10]=2)=[CH:6][CH:5]=1)=[O:3].[NH:20]1[CH2:24][CH2:23][CH2:22][CH2:21]1. The yield is 0.990. The product is [N:20]1([C:2]([C:4]2[CH:19]=[CH:18][C:7]([CH2:8][C:9]3[CH:14]=[CH:13][C:12]([N+:15]([O-:17])=[O:16])=[CH:11][CH:10]=3)=[CH:6][CH:5]=2)=[O:3])[CH2:24][CH2:23][CH2:22][CH2:21]1. (2) The reactants are [NH2:1][C:2]1[N:11]=[CH:10][C:9]2[C:8](SC)=[N:7][CH:6]=[N:5][C:4]=2[CH:3]=1.[NH2:14][C:15]1[CH:20]=[CH:19][CH:18]=[C:17]([CH3:21])[CH:16]=1. No catalyst specified. The product is [NH2:1][C:2]1[N:11]=[CH:10][C:9]2[C:8]([NH:14][C:15]3[CH:20]=[CH:19][CH:18]=[C:17]([CH3:21])[CH:16]=3)=[N:7][CH:6]=[N:5][C:4]=2[CH:3]=1. The yield is 0.670. (3) The reactants are [CH:1]([N:4]([CH2:8][CH2:9][CH:10]([C:17]1[CH:22]=[C:21]([CH3:23])[CH:20]=[CH:19][C:18]=1[O:24]S(C1C=CC(C)=CC=1)(=O)=O)[C:11]1[CH:16]=[CH:15][CH:14]=[CH:13][CH:12]=1)[CH:5]([CH3:7])[CH3:6])([CH3:3])[CH3:2].CC(C)([O-])C.[K+]. The catalyst is C(O)(C)(C)C.O. The product is [CH:1]([N:4]([CH2:8][CH2:9][CH:10]([C:17]1[CH:22]=[C:21]([CH3:23])[CH:20]=[CH:19][C:18]=1[OH:24])[C:11]1[CH:12]=[CH:13][CH:14]=[CH:15][CH:16]=1)[CH:5]([CH3:7])[CH3:6])([CH3:2])[CH3:3]. The yield is 0.950. (4) The reactants are [N:1]1[C:6]2[NH:7][CH:8]=[CH:9][C:5]=2[C:4](O)=[N:3][CH:2]=1.P(Cl)(Cl)([Cl:13])=O. No catalyst specified. The product is [Cl:13][C:4]1[C:5]2[CH:9]=[CH:8][NH:7][C:6]=2[N:1]=[CH:2][N:3]=1. The yield is 0.420. (5) The reactants are Cl.[F:2][C:3]1[CH:4]=[C:5]([N:13]2[CH2:18][CH2:17][O:16][CH2:15][CH2:14]2)[CH:6]=[C:7]([F:12])[C:8]=1[N+:9]([O-])=O. The catalyst is O1CCCC1.[Zn]. The product is [F:12][C:7]1[CH:6]=[C:5]([N:13]2[CH2:14][CH2:15][O:16][CH2:17][CH2:18]2)[CH:4]=[C:3]([F:2])[C:8]=1[NH2:9]. The yield is 0.900. (6) The product is [Cl:1][C:2]1[C:7]([Cl:8])=[CH:6][CH:5]=[CH:4][C:3]=1[C:9]1[N:13]([CH2:22][C:23]2[CH:28]=[CH:27][C:26]([F:29])=[N:25][CH:24]=2)[N:12]=[N:11][N:10]=1. The reactants are [Cl:1][C:2]1[C:7]([Cl:8])=[CH:6][CH:5]=[CH:4][C:3]=1[C:9]1[NH:13][N:12]=[N:11][N:10]=1.C(N(CC)CC)C.Br[CH2:22][C:23]1[CH:24]=[N:25][C:26]([F:29])=[CH:27][CH:28]=1. The yield is 0.100. The catalyst is CN(C)C=O. (7) The reactants are [OH:1][C:2]1[C:3]([O:20][CH3:21])=[C:4]([C:10]2[CH:11]=[C:12]3[C:16](=[CH:17][CH:18]=2)[C:15](=[O:19])[O:14][CH2:13]3)[CH:5]=[CH:6][C:7]=1[O:8][CH3:9].C(=O)([O-])[O-].[K+].[K+].Br[CH2:29][C:30]1[CH:35]=[CH:34][C:33]([S:36]([NH2:39])(=[O:38])=[O:37])=[CH:32][CH:31]=1. The catalyst is C(#N)C. The product is [CH3:21][O:20][C:3]1[C:4]([C:10]2[CH:11]=[C:12]3[C:16](=[CH:17][CH:18]=2)[C:15](=[O:19])[O:14][CH2:13]3)=[CH:5][CH:6]=[C:7]([O:8][CH3:9])[C:2]=1[O:1][CH2:29][C:30]1[CH:31]=[CH:32][C:33]([S:36]([NH2:39])(=[O:38])=[O:37])=[CH:34][CH:35]=1. The yield is 0.157.